From a dataset of Full USPTO retrosynthesis dataset with 1.9M reactions from patents (1976-2016). Predict the reactants needed to synthesize the given product. (1) Given the product [Br:1][C:2]1[N:7]=[C:6]([S:8]([NH:11][C:18](=[O:20])[CH3:19])(=[O:9])=[O:10])[CH:5]=[CH:4][CH:3]=1, predict the reactants needed to synthesize it. The reactants are: [Br:1][C:2]1[N:7]=[C:6]([S:8]([NH2:11])(=[O:10])=[O:9])[CH:5]=[CH:4][CH:3]=1.C(=O)([O-])[O-].[K+].[K+].[C:18](Cl)(=[O:20])[CH3:19]. (2) The reactants are: [CH2:1]([O:8][C:9]1[CH:10]=[C:11]([CH:25]=[CH:26][C:27]=1[N+:28]([O-])=O)[O:12][CH:13]1[C:19](=[O:20])[NH:18][C:17]2[CH:21]=[CH:22][CH:23]=[CH:24][C:16]=2[CH2:15][CH2:14]1)[C:2]1[CH:7]=[CH:6][CH:5]=[CH:4][CH:3]=1. Given the product [NH2:28][C:27]1[CH:26]=[CH:25][C:11]([O:12][CH:13]2[C:19](=[O:20])[NH:18][C:17]3[CH:21]=[CH:22][CH:23]=[CH:24][C:16]=3[CH2:15][CH2:14]2)=[CH:10][C:9]=1[O:8][CH2:1][C:2]1[CH:7]=[CH:6][CH:5]=[CH:4][CH:3]=1, predict the reactants needed to synthesize it. (3) Given the product [Cl:1][C:2]1[N:3]=[C:4]([N:20]2[CH2:21][CH2:22][O:23][CH2:24][CH2:25]2)[C:5]2[N:10]=[C:9]([CH:11]=[CH:12][C:14]3[CH:15]=[CH:16][CH:17]=[CH:18][CH:19]=3)[S:8][C:6]=2[N:7]=1, predict the reactants needed to synthesize it. The reactants are: [Cl:1][C:2]1[N:3]=[C:4]([N:20]2[CH2:25][CH2:24][O:23][CH2:22][CH2:21]2)[C:5]2[N:10]=[C:9]([CH2:11][CH:12]([C:14]3[CH:19]=[CH:18][CH:17]=[CH:16][CH:15]=3)O)[S:8][C:6]=2[N:7]=1.C1(C)C=CC(S(O)(=O)=O)=CC=1. (4) Given the product [C:19]([C:16]1[CH:15]=[CH:14][C:13]([CH2:12][CH:2]([NH:1][C:34]([C:29]2[C:30]3[C:25](=[C:24]([F:23])[CH:33]=[CH:32][CH:31]=3)[CH:26]=[CH:27][CH:28]=2)=[O:35])[CH:3]([C:5]2[CH:10]=[CH:9][CH:8]=[C:7]([Cl:11])[CH:6]=2)[OH:4])=[CH:18][CH:17]=1)([CH3:22])([CH3:21])[CH3:20], predict the reactants needed to synthesize it. The reactants are: [NH2:1][CH:2]([CH2:12][C:13]1[CH:18]=[CH:17][C:16]([C:19]([CH3:22])([CH3:21])[CH3:20])=[CH:15][CH:14]=1)[CH:3]([C:5]1[CH:10]=[CH:9][CH:8]=[C:7]([Cl:11])[CH:6]=1)[OH:4].[F:23][C:24]1[CH:33]=[CH:32][CH:31]=[C:30]2[C:25]=1[CH:26]=[CH:27][CH:28]=[C:29]2[C:34](O)=[O:35].Cl.C(N=C=NCCCN(C)C)C.O.ON1C2C=CC=CC=2N=N1. (5) Given the product [CH2:18]([O:1][C:2]1[CH:10]=[C:9]([O:11][CH2:4][C:3]2[CH:7]=[CH:8][CH:9]=[CH:10][CH:2]=2)[CH:8]=[CH:7][C:3]=1[C:4]([OH:6])=[O:5])[C:19]1[CH:24]=[CH:23][CH:22]=[CH:21][CH:20]=1, predict the reactants needed to synthesize it. The reactants are: [OH:1][C:2]1[CH:10]=[C:9]([OH:11])[CH:8]=[CH:7][C:3]=1[C:4]([OH:6])=[O:5].C([O-])([O-])=O.[K+].[K+].[CH2:18](Br)[C:19]1[CH:24]=[CH:23][CH:22]=[CH:21][CH:20]=1. (6) Given the product [C:15]([NH:14][C:13]([C:8]1[C:7]([CH3:6])=[CH:12][CH:11]=[CH:10][N:9]=1)=[O:20])([CH3:18])([CH3:17])[CH3:16], predict the reactants needed to synthesize it. The reactants are: S(=O)(=O)(O)O.[CH3:6][C:7]1[C:8]([C:13]#[N:14])=[N:9][CH:10]=[CH:11][CH:12]=1.[C:15](O)([CH3:18])([CH3:17])[CH3:16].[OH-:20].[NH4+]. (7) Given the product [Br:1][C:2]1[C:7]([CH3:8])=[CH:6][C:5]([C:17]2[CH:16]=[N:15][N:14]([CH2:13][C:12]([CH3:28])([OH:29])[CH3:11])[CH:18]=2)=[CH:4][C:3]=1[CH3:10], predict the reactants needed to synthesize it. The reactants are: [Br:1][C:2]1[C:7]([CH3:8])=[CH:6][C:5](I)=[CH:4][C:3]=1[CH3:10].[CH3:11][C:12]([OH:29])([CH3:28])[CH2:13][N:14]1[CH:18]=[C:17](B2OC(C)(C)C(C)(C)O2)[CH:16]=[N:15]1.C([O-])([O-])=O.[Na+].[Na+]. (8) Given the product [C:1]([NH:4][CH:5]([CH2:6][C:7]([NH:40][C:39]1[CH:38]=[CH:37][C:36]([O:35][CH2:34][C:33]2[CH:43]=[CH:44][CH:45]=[C:31]([F:30])[CH:32]=2)=[CH:42][CH:41]=1)=[O:9])[C:10]([O:12][CH3:13])=[O:11])(=[O:3])[CH3:2], predict the reactants needed to synthesize it. The reactants are: [C:1]([NH:4][C@H:5]([C:10]([O:12][CH3:13])=[O:11])[CH2:6][C:7]([OH:9])=O)(=[O:3])[CH3:2].CN1CCOCC1.ClC(OCC(C)C)=O.Cl.[F:30][C:31]1[CH:32]=[C:33]([CH:43]=[CH:44][CH:45]=1)[CH2:34][O:35][C:36]1[CH:42]=[CH:41][C:39]([NH2:40])=[CH:38][CH:37]=1.